Task: Regression. Given a peptide amino acid sequence and an MHC pseudo amino acid sequence, predict their binding affinity value. This is MHC class I binding data.. Dataset: Peptide-MHC class I binding affinity with 185,985 pairs from IEDB/IMGT (1) The peptide sequence is FPTSCHMF. The MHC is HLA-A23:01 with pseudo-sequence HLA-A23:01. The binding affinity (normalized) is 0.0479. (2) The peptide sequence is KIGVICSSY. The MHC is HLA-A69:01 with pseudo-sequence HLA-A69:01. The binding affinity (normalized) is 0.0847. (3) The peptide sequence is TLLLWISVKV. The MHC is HLA-A02:03 with pseudo-sequence HLA-A02:03. The binding affinity (normalized) is 0.356. (4) The peptide sequence is ATSRTLSYYK. The MHC is Mamu-B8301 with pseudo-sequence Mamu-B8301. The binding affinity (normalized) is 0.755. (5) The peptide sequence is LTQAAGQAF. The MHC is HLA-A30:02 with pseudo-sequence HLA-A30:02. The binding affinity (normalized) is 0.213. (6) The peptide sequence is AARILSEKRK. The MHC is HLA-A33:01 with pseudo-sequence HLA-A33:01. The binding affinity (normalized) is 0. (7) The peptide sequence is AADSFATSY. The MHC is HLA-A02:16 with pseudo-sequence HLA-A02:16. The binding affinity (normalized) is 0.0847.